From a dataset of Full USPTO retrosynthesis dataset with 1.9M reactions from patents (1976-2016). Predict the reactants needed to synthesize the given product. (1) Given the product [C:8]([O:12][C:13](=[O:27])[NH:14][C:15]1[CH:20]=[CH:19][C:18]([CH:21]2[CH2:26][CH2:25][N:24]([C:5](=[O:6])[CH2:4][N:2]([CH3:3])[CH3:1])[CH2:23][CH2:22]2)=[CH:17][CH:16]=1)([CH3:11])([CH3:9])[CH3:10], predict the reactants needed to synthesize it. The reactants are: [CH3:1][N:2]([CH2:4][C:5](Cl)=[O:6])[CH3:3].[C:8]([O:12][C:13](=[O:27])[NH:14][C:15]1[CH:20]=[CH:19][C:18]([CH:21]2[CH2:26][CH2:25][NH:24][CH2:23][CH2:22]2)=[CH:17][CH:16]=1)([CH3:11])([CH3:10])[CH3:9].C(N(CC)CC)C.O. (2) Given the product [NH2:8][C:7]1[C:2]([Cl:1])=[CH:3][C:4]([O:11][CH2:12][C@@H:13]([NH:15][C:16](=[O:18])[CH3:17])[CH3:14])=[N:5][CH:6]=1, predict the reactants needed to synthesize it. The reactants are: [Cl:1][C:2]1[C:7]([N+:8]([O-])=O)=[CH:6][N:5]=[C:4]([O:11][CH2:12][C@@H:13]([NH:15][C:16](=[O:18])[CH3:17])[CH3:14])[CH:3]=1. (3) Given the product [CH3:40][O:39][C:36]1[CH:37]=[CH:38][C:33]2[N:32]([CH3:41])[C:31](=[O:42])[N:30]([CH2:29][C@H:26]3[CH2:27][CH2:28][C@H:23]([C:21]([N:18]4[CH2:17][CH2:16][NH:15][CH2:20][CH2:19]4)=[O:22])[CH2:24][CH2:25]3)[C:34]=2[CH:35]=1, predict the reactants needed to synthesize it. The reactants are: FC(F)(F)C(O)=O.C(OC([N:15]1[CH2:20][CH2:19][N:18]([C:21]([C@H:23]2[CH2:28][CH2:27][C@H:26]([CH2:29][N:30]3[C:34]4[CH:35]=[C:36]([O:39][CH3:40])[CH:37]=[CH:38][C:33]=4[N:32]([CH3:41])[C:31]3=[O:42])[CH2:25][CH2:24]2)=[O:22])[CH2:17][CH2:16]1)=O)(C)(C)C.O. (4) Given the product [O:3]1[C:7]2[CH:8]=[CH:9][CH:10]=[C:11]([CH:12]3[CH2:17][CH2:16][N:15]([CH2:18][CH2:19][C@H:20]4[CH2:21][CH2:22][C@H:23]([NH:26][C:36](=[O:37])[C:35]5[CH:34]=[CH:33][C:32]([N:27]6[CH:31]=[CH:30][CH:29]=[N:28]6)=[CH:40][CH:39]=5)[CH2:24][CH2:25]4)[CH2:14][CH2:13]3)[C:6]=2[CH2:5][CH2:4]1, predict the reactants needed to synthesize it. The reactants are: Cl.Cl.[O:3]1[C:7]2[CH:8]=[CH:9][CH:10]=[C:11]([CH:12]3[CH2:17][CH2:16][N:15]([CH2:18][CH2:19][C@H:20]4[CH2:25][CH2:24][C@H:23]([NH2:26])[CH2:22][CH2:21]4)[CH2:14][CH2:13]3)[C:6]=2[CH2:5][CH2:4]1.[N:27]1([C:32]2[CH:40]=[CH:39][C:35]([C:36](O)=[O:37])=[CH:34][CH:33]=2)[CH:31]=[CH:30][CH:29]=[N:28]1. (5) Given the product [ClH:48].[CH3:1][O:2][C:3]1[CH:4]=[C:5]2[C:10](=[CH:11][C:12]=1[O:13][CH3:14])[N:9]=[CH:8][CH:7]=[C:6]2[O:15][C:16]1[CH:21]=[CH:20][C:19]([NH:22][C:23]([C:25]2[C:26](=[O:46])[N:27]([C:40]3[CH:41]=[CH:42][CH:43]=[CH:44][CH:45]=3)[N:28]([CH2:31][C@H:32]([O:34][C:35](=[O:39])[C@@H:36]([NH2:38])[CH3:37])[CH3:33])[C:29]=2[CH3:30])=[O:24])=[CH:18][C:17]=1[F:47], predict the reactants needed to synthesize it. The reactants are: [CH3:1][O:2][C:3]1[CH:4]=[C:5]2[C:10](=[CH:11][C:12]=1[O:13][CH3:14])[N:9]=[CH:8][CH:7]=[C:6]2[O:15][C:16]1[CH:21]=[CH:20][C:19]([NH:22][C:23]([C:25]2[C:26](=[O:46])[N:27]([C:40]3[CH:45]=[CH:44][CH:43]=[CH:42][CH:41]=3)[N:28]([CH2:31][C@H:32]([O:34][C:35](=[O:39])[C@@H:36]([NH2:38])[CH3:37])[CH3:33])[C:29]=2[CH3:30])=[O:24])=[CH:18][C:17]=1[F:47].[ClH:48]. (6) Given the product [NH2:8][C:4]1[C:5](=[O:7])[O:6][C:2]([CH3:1])([CH3:25])[C:3]=1[C:19]1[CH:24]=[CH:23][CH:22]=[CH:21][CH:20]=1, predict the reactants needed to synthesize it. The reactants are: [CH3:1][C:2]1([CH3:25])[O:6][C:5](=[O:7])[C:4]([N:8]2C(=O)C3C(=CC=CC=3)C2=O)=[C:3]1[C:19]1[CH:24]=[CH:23][CH:22]=[CH:21][CH:20]=1.O.NN. (7) Given the product [C:9]1([C:16]#[C:17][C:18]2[CH:23]=[CH:22][CH:21]=[CH:20][CH:19]=2)[CH:14]=[CH:13][CH:12]=[CH:11][C:10]=1[C:1]#[CH:2], predict the reactants needed to synthesize it. The reactants are: [C:1]1(C#C)C=CC=C[CH:2]=1.[C:9]1([C:16]#[C:17][C:18]2[CH:23]=[CH:22][CH:21]=[CH:20][CH:19]=2)[C:10](Br)=[CH:11][CH:12]=[CH:13][CH:14]=1.C[Si](C#C)(C)C. (8) The reactants are: [CH3:1][O:2][C:3]1[CH:4]=[C:5]2[C:8](=[CH:9][C:10]=1[O:11][CH3:12])[C@H:7]([C:13]([O:15]C)=[O:14])[CH2:6]2.[OH-].[K+].C(O)(C(O)=O)C(O)C(O)=O. Given the product [CH3:1][O:2][C:3]1[CH:4]=[C:5]2[C:8](=[CH:9][C:10]=1[O:11][CH3:12])[CH:7]([C:13]([OH:15])=[O:14])[CH2:6]2, predict the reactants needed to synthesize it. (9) Given the product [NH2:17][C:16]1[C:13](=[N:12][NH:11][C:9]2[CH:8]=[CH:7][C:6]3[O:23][CH2:2][CH2:3][O:4][C:5]=3[CH:10]=2)[C:14]([NH2:15])=[N:25][N:24]=1, predict the reactants needed to synthesize it. The reactants are: O1[C:6]2[CH:7]=[CH:8][C:9]([NH:11][N:12]=[C:13]([C:16]#[N:17])[C:14]#[N:15])=[CH:10][C:5]=2[O:4][CH2:3][CH2:2]1.C(#N)CC#N.[OH2:23].[NH2:24][NH2:25].